From a dataset of Forward reaction prediction with 1.9M reactions from USPTO patents (1976-2016). Predict the product of the given reaction. (1) The product is: [Br:1][C:2]1[CH:7]=[CH:6][N:5]2[N:9]=[C:10]([C:11]3[CH:16]=[CH:15][C:14]([O:17][CH3:18])=[CH:13][CH:12]=3)[CH:8]=[C:4]2[CH:3]=1. Given the reactants [Br:1][C:2]1[CH:7]=[CH:6][N:5]=[C:4]([CH:8]2[C:10]([C:11]3[CH:16]=[CH:15][C:14]([O:17][CH3:18])=[CH:13][CH:12]=3)=[N:9]2)[CH:3]=1.C(N(CC)C(C)C)(C)C, predict the reaction product. (2) Given the reactants Cl[C:2]1[C:11]2[C:10](=[O:12])[NH:9][C:8]([C:13]3[CH:18]=[CH:17][N:16]=[CH:15][CH:14]=3)=[N:7][C:6]=2[CH:5]=[N:4][CH:3]=1.C(=O)([O-])[O-].[K+].[K+].[CH:25]1(B(O)O)[CH2:27][CH2:26]1, predict the reaction product. The product is: [CH:25]1([C:2]2[C:11]3[C:10](=[O:12])[NH:9][C:8]([C:13]4[CH:18]=[CH:17][N:16]=[CH:15][CH:14]=4)=[N:7][C:6]=3[CH:5]=[N:4][CH:3]=2)[CH2:27][CH2:26]1. (3) Given the reactants [CH2:1]([O:3][C:4](=[O:27])[C:5]1[C:10]([F:11])=[CH:9][C:8]([N:12]2[CH2:16][CH2:15][C@H:14]([NH:17][C:18]([O:20][C:21]([CH3:24])([CH3:23])[CH3:22])=[O:19])[CH2:13]2)=[C:7]([F:25])[C:6]=1F)[CH3:2].[CH:28]1([NH2:31])[CH2:30][CH2:29]1, predict the reaction product. The product is: [CH2:1]([O:3][C:4](=[O:27])[C:5]1[C:10]([F:11])=[CH:9][C:8]([N:12]2[CH2:16][CH2:15][C@H:14]([NH:17][C:18]([O:20][C:21]([CH3:23])([CH3:24])[CH3:22])=[O:19])[CH2:13]2)=[C:7]([F:25])[C:6]=1[NH:31][CH:28]1[CH2:30][CH2:29]1)[CH3:2]. (4) Given the reactants Br[C:2]1[CH:3]=[CH:4][C:5]([O:15][CH3:16])=[C:6]([NH:8][C:9](=[O:14])[C:10]([F:13])([F:12])[F:11])[CH:7]=1.[CH3:17][Si:18]([C:21]#[CH:22])([CH3:20])[CH3:19], predict the reaction product. The product is: [F:11][C:10]([F:13])([F:12])[C:9]([NH:8][C:6]1[CH:7]=[C:2]([C:22]#[C:21][Si:18]([CH3:20])([CH3:19])[CH3:17])[CH:3]=[CH:4][C:5]=1[O:15][CH3:16])=[O:14]. (5) The product is: [CH2:17]([O:18][C:19]([CH:15]=[C:9]1[CH2:10][CH2:11][C:6]2([O:13][CH2:3][CH2:4][O:5]2)[CH2:7][CH2:8]1)=[O:14])[CH3:16]. Given the reactants [H-].[Na+].[CH2:3]1[O:13][C:6]2([CH2:11][CH2:10][C:9](=O)[CH2:8][CH2:7]2)[O:5][CH2:4]1.[OH2:14].[CH2:15]1[CH2:19][O:18][CH2:17][CH2:16]1, predict the reaction product.